From a dataset of Full USPTO retrosynthesis dataset with 1.9M reactions from patents (1976-2016). Predict the reactants needed to synthesize the given product. Given the product [NH:1]1[C:9]2[C:4](=[C:5]([C:14]3[N:19]=[C:18]([NH2:20])[N:17]=[C:16]([NH:21][CH3:22])[CH:15]=3)[CH:6]=[CH:7][CH:8]=2)[CH:3]=[CH:2]1, predict the reactants needed to synthesize it. The reactants are: [NH:1]1[C:9]2[C:4](=[C:5](B(O)O)[CH:6]=[CH:7][CH:8]=2)[CH:3]=[CH:2]1.Cl[C:14]1[N:19]=[C:18]([NH2:20])[N:17]=[C:16]([NH:21][CH3:22])[CH:15]=1.